Task: Predict the reaction yield, written as a fraction of the theoretical maximum amount of product (1.0 means a 100% yield; for example, 0.34 means a 34% yield).. Dataset: Reaction yield outcomes from USPTO patents with 853,638 reactions The reactants are Br[C:2]1[CH:7]=[CH:6][C:5]([NH:8][N:9]2[C:17](=[O:18])[C:16]3[C:11](=[CH:12][CH:13]=[CH:14][CH:15]=3)[C:10]2=[O:19])=[CH:4][CH:3]=1.C([O-])([O-])=O.[K+].[K+].CO[CH2:28][CH2:29]OC. The catalyst is O.C1C=CC([P]([Pd]([P](C2C=CC=CC=2)(C2C=CC=CC=2)C2C=CC=CC=2)([P](C2C=CC=CC=2)(C2C=CC=CC=2)C2C=CC=CC=2)[P](C2C=CC=CC=2)(C2C=CC=CC=2)C2C=CC=CC=2)(C2C=CC=CC=2)C2C=CC=CC=2)=CC=1. The product is [CH:28]([C:2]1[CH:7]=[CH:6][C:5]([NH:8][N:9]2[C:17](=[O:18])[C:16]3[C:11](=[CH:12][CH:13]=[CH:14][CH:15]=3)[C:10]2=[O:19])=[CH:4][CH:3]=1)=[CH2:29]. The yield is 0.130.